Dataset: NCI-60 drug combinations with 297,098 pairs across 59 cell lines. Task: Regression. Given two drug SMILES strings and cell line genomic features, predict the synergy score measuring deviation from expected non-interaction effect. (1) Drug 1: CC(C1=C(C=CC(=C1Cl)F)Cl)OC2=C(N=CC(=C2)C3=CN(N=C3)C4CCNCC4)N. Drug 2: CC1=C(N=C(N=C1N)C(CC(=O)N)NCC(C(=O)N)N)C(=O)NC(C(C2=CN=CN2)OC3C(C(C(C(O3)CO)O)O)OC4C(C(C(C(O4)CO)O)OC(=O)N)O)C(=O)NC(C)C(C(C)C(=O)NC(C(C)O)C(=O)NCCC5=NC(=CS5)C6=NC(=CS6)C(=O)NCCC[S+](C)C)O. Cell line: MDA-MB-435. Synergy scores: CSS=6.13, Synergy_ZIP=-3.97, Synergy_Bliss=-3.62, Synergy_Loewe=-7.91, Synergy_HSA=-6.95. (2) Drug 1: C1CC(=O)NC(=O)C1N2C(=O)C3=CC=CC=C3C2=O. Drug 2: CC1=C(C(=O)C2=C(C1=O)N3CC4C(C3(C2COC(=O)N)OC)N4)N. Cell line: SF-295. Synergy scores: CSS=41.2, Synergy_ZIP=0.603, Synergy_Bliss=1.26, Synergy_Loewe=-22.2, Synergy_HSA=2.17. (3) Drug 1: CN1CCC(CC1)COC2=C(C=C3C(=C2)N=CN=C3NC4=C(C=C(C=C4)Br)F)OC. Drug 2: C1=NC2=C(N=C(N=C2N1C3C(C(C(O3)CO)O)F)Cl)N. Cell line: OVCAR3. Synergy scores: CSS=26.4, Synergy_ZIP=-3.87, Synergy_Bliss=-0.429, Synergy_Loewe=-3.70, Synergy_HSA=1.32. (4) Drug 1: CC1=CC2C(CCC3(C2CCC3(C(=O)C)OC(=O)C)C)C4(C1=CC(=O)CC4)C. Drug 2: C1=CN(C(=O)N=C1N)C2C(C(C(O2)CO)O)O.Cl. Cell line: OVCAR-5. Synergy scores: CSS=16.8, Synergy_ZIP=-7.36, Synergy_Bliss=-8.24, Synergy_Loewe=-52.7, Synergy_HSA=-11.2.